Dataset: Forward reaction prediction with 1.9M reactions from USPTO patents (1976-2016). Task: Predict the product of the given reaction. (1) Given the reactants Br[C:2]1[S:6][C:5]([CH:7]=[O:8])=[CH:4][CH:3]=1.[CH2:9](B(O)O)[CH3:10], predict the reaction product. The product is: [CH2:9]([C:2]1[S:6][C:5]([CH:7]=[O:8])=[CH:4][CH:3]=1)[CH3:10]. (2) Given the reactants [Cl:1][C:2]1[CH:3]=[C:4]([C:8]2[O:12][N:11]=[CH:10][C:9]=2[C:13](OCC)=[O:14])[CH:5]=[CH:6][CH:7]=1.[H-].C([Al+]CC(C)C)C(C)C.Cl, predict the reaction product. The product is: [Cl:1][C:2]1[CH:3]=[C:4]([C:8]2[O:12][N:11]=[CH:10][C:9]=2[CH2:13][OH:14])[CH:5]=[CH:6][CH:7]=1. (3) The product is: [C:23]([O:25][CH2:12][CH2:11][CH2:10][CH2:9][CH2:8][CH2:7][NH2:6])(=[O:24])[CH2:22][CH2:21][CH2:20][S:19][S:18][CH2:17][CH2:16][CH2:15][C:14]([O:13][CH2:12][CH2:11][CH2:10][CH2:9][CH2:8][CH2:7][NH2:6])=[O:27]. Given the reactants CS(O)(=O)=O.[NH2:6][CH2:7][CH2:8][CH2:9][CH2:10][CH2:11][CH2:12][OH:13].[C:14]([OH:27])(=O)[CH2:15][CH2:16][CH2:17][S:18][S:19][CH2:20][CH2:21][CH2:22][C:23]([OH:25])=[O:24], predict the reaction product. (4) Given the reactants Br[C:2]1[CH:3]=[C:4]2[C:12]([C:13]3[CH:18]=[C:17]([S:19]([CH2:22][CH3:23])(=[O:21])=[O:20])[CH:16]=[CH:15][C:14]=3[F:24])=[CH:11][N:10]([CH3:25])[C:5]2=[C:6]([O:8][CH3:9])[N:7]=1.[CH2:26]([OH:30])[CH2:27][C:28]#[CH:29], predict the reaction product. The product is: [CH2:22]([S:19]([C:17]1[CH:16]=[CH:15][C:14]([F:24])=[C:13]([C:12]2[C:4]3[C:5](=[C:6]([O:8][CH3:9])[N:7]=[C:2]([C:29]#[C:28][CH2:27][CH2:26][OH:30])[CH:3]=3)[N:10]([CH3:25])[CH:11]=2)[CH:18]=1)(=[O:21])=[O:20])[CH3:23]. (5) Given the reactants [O:1]1[C:5]2[CH:6]=[CH:7][C:8]([CH:10]3[C:22]4[NH:21][C:20]5[C:15](=[CH:16][CH:17]=[CH:18][CH:19]=5)[C:14]=4[CH2:13][CH2:12][N:11]3[CH2:23][C:24]3[CH:29]=[CH:28][CH:27]=[CH:26][CH:25]=3)=[CH:9][C:4]=2[CH2:3][CH2:2]1.[O-][O-].[K+].[K+].C1OCCOCCOCCOCCOCC[O:36]C1.Cl, predict the reaction product. The product is: [O:1]1[C:5]2[CH:6]=[CH:7][C:8]([CH:10]3[C:22]4[NH:21][C:20]5[CH:19]=[CH:18][CH:17]=[CH:16][C:15]=5[C:14](=[O:36])[C:13]=4[CH2:12][N:11]3[CH2:23][C:24]3[CH:29]=[CH:28][CH:27]=[CH:26][CH:25]=3)=[CH:9][C:4]=2[CH2:3][CH2:2]1. (6) Given the reactants [C:1]1([C:14]2[CH:19]=[CH:18][CH:17]=[CH:16][CH:15]=2)[CH:6]=[CH:5][C:4]([C:7]([NH:9][CH2:10][C:11]([OH:13])=O)=[O:8])=[CH:3][CH:2]=1.CCN(C(C)C)C(C)C.C1C=CC2N(O)N=NC=2C=1.CCN=C=NCCCN(C)C.Cl.Cl.Cl.[Cl:53][C:54]1[CH:59]=[CH:58][CH:57]=[CH:56][C:55]=1[NH:60][CH:61]1[CH2:66][CH2:65][NH:64][CH2:63][CH2:62]1, predict the reaction product. The product is: [Cl:53][C:54]1[CH:59]=[CH:58][CH:57]=[CH:56][C:55]=1[NH:60][CH:61]1[CH2:66][CH2:65][N:64]([C:11](=[O:13])[CH2:10][NH:9][C:7]([C:4]2[CH:3]=[CH:2][C:1]([C:14]3[CH:19]=[CH:18][CH:17]=[CH:16][CH:15]=3)=[CH:6][CH:5]=2)=[O:8])[CH2:63][CH2:62]1. (7) Given the reactants [H-].[Na+].[C:3]([O:11][CH2:12][CH3:13])(=[O:10])[CH2:4][C:5]([O:7][CH2:8][CH3:9])=[O:6].[Br:14][C:15]1[CH:16]=[C:17]([CH:20]=[CH:21][CH:22]=1)[CH2:18]Br, predict the reaction product. The product is: [Br:14][C:15]1[CH:16]=[C:17]([CH:20]=[CH:21][CH:22]=1)[CH2:18][CH:4]([C:5]([O:7][CH2:8][CH3:9])=[O:6])[C:3]([O:11][CH2:12][CH3:13])=[O:10].